Predict the reaction yield, written as a fraction of the theoretical maximum amount of product (1.0 means a 100% yield; for example, 0.34 means a 34% yield). From a dataset of Reaction yield outcomes from USPTO patents with 853,638 reactions. (1) The reactants are [CH2:1]([O:3][C:4](=[O:13])[CH2:5][CH:6](C(=O)C)[C:7](=O)[CH3:8])[CH3:2].[C:14](O)(=O)C.Cl.[NH2:19][CH:20]([C:26]([O:28][CH2:29][CH3:30])=[O:27])[C:21](OCC)=O.C([O-])(=O)C.[Na+]. The catalyst is O.C(O)C.C(OCC)(=O)C.CCCCCC. The product is [CH2:29]([O:28][C:26]([C:20]1[NH:19][C:7]([CH3:8])=[C:6]([CH2:5][C:4]([O:3][CH2:1][CH3:2])=[O:13])[C:21]=1[CH3:14])=[O:27])[CH3:30]. The yield is 0.930. (2) The yield is 0.980. The reactants are [N:1]([O-:3])=O.[Na+].[CH2:5]([O:7][C:8](=[O:13])[CH2:9][C:10]([CH3:12])=[O:11])[CH3:6]. The catalyst is O.C(O)(=O)C. The product is [CH2:5]([O:7][C:8](=[O:13])[C:9](=[N:1][OH:3])[C:10](=[O:11])[CH3:12])[CH3:6]. (3) The reactants are [CH3:1][C:2]1([CH3:36])[CH2:7][NH:6][CH2:5][CH2:4][N:3]1[CH2:8][C:9]1[N:10]([CH3:35])[C:11]2[C:16]([N:17]=1)=[C:15]([N:18]1[CH2:23][CH2:22][O:21][CH2:20][CH2:19]1)[N:14]=[C:13]([N:24]1[C:28]3[CH:29]=[CH:30][CH:31]=[CH:32][C:27]=3[N:26]=[C:25]1[CH2:33][CH3:34])[N:12]=2.[OH:37][C:38]([CH3:43])([CH3:42])[C:39](O)=[O:40].CN(C(ON1N=NC2C=CC=NC1=2)=[N+](C)C)C.F[P-](F)(F)(F)(F)F.CCN(C(C)C)C(C)C. The catalyst is C(Cl)Cl. The product is [CH2:33]([C:25]1[N:24]([C:13]2[N:12]=[C:11]3[C:16]([N:17]=[C:9]([CH2:8][N:3]4[CH2:4][CH2:5][N:6]([C:39](=[O:40])[C:38]([OH:37])([CH3:43])[CH3:42])[CH2:7][C:2]4([CH3:1])[CH3:36])[N:10]3[CH3:35])=[C:15]([N:18]3[CH2:23][CH2:22][O:21][CH2:20][CH2:19]3)[N:14]=2)[C:28]2[CH:29]=[CH:30][CH:31]=[CH:32][C:27]=2[N:26]=1)[CH3:34]. The yield is 0.460. (4) The reactants are [Cl:1][C:2]1[C:11]2[C:6](=[C:7]([NH2:12])[CH:8]=[CH:9][CH:10]=2)[N:5]=[CH:4][CH:3]=1.[C:13]1([S:19](Cl)(=[O:21])=[O:20])[CH:18]=[CH:17][CH:16]=[CH:15][CH:14]=1. The catalyst is C(Cl)Cl. The product is [Cl:1][C:2]1[C:11]2[C:6](=[C:7]([NH:12][S:19]([C:13]3[CH:18]=[CH:17][CH:16]=[CH:15][CH:14]=3)(=[O:21])=[O:20])[CH:8]=[CH:9][CH:10]=2)[N:5]=[CH:4][CH:3]=1. The yield is 0.610. (5) The yield is 0.778. The product is [F:1][C:2]1[CH:7]=[C:6]([I:8])[CH:5]=[CH:4][C:3]=1[N:9]1[C:14]([N:15]=[CH:16][N:17]([CH3:18])[CH3:19])=[CH:13][C:12](=[O:20])[N:11]([CH2:39][C:38]2[CH:41]=[CH:42][C:35]([O:34][CH3:33])=[CH:36][CH:37]=2)[C:10]1=[O:21]. The reactants are [F:1][C:2]1[CH:7]=[C:6]([I:8])[CH:5]=[CH:4][C:3]=1[N:9]1[C:14]([N:15]=[CH:16][N:17]([CH3:19])[CH3:18])=[CH:13][C:12](=[O:20])[NH:11][C:10]1=[O:21].N12CCCN=C1CCCCC2.[CH3:33][O:34][C:35]1[CH:42]=[CH:41][C:38]([CH2:39]Cl)=[CH:37][CH:36]=1.C(O)(C)C. The catalyst is CN(C)C=O.O. (6) The reactants are [CH:1]([S:4]([N:7]1[CH2:12][CH2:11][N:10]([C:13]2[C:14]3[O:21][C:20]([CH:22]=O)=[CH:19][C:15]=3[CH:16]=[N:17][CH:18]=2)[CH2:9][CH2:8]1)(=[O:6])=[O:5])([CH3:3])[CH3:2].[CH2:24]1[S:30][C:28](=[O:29])[NH:27][C:25]1=[O:26].NCCC(O)=O. The catalyst is C(O)(=O)C. The product is [CH:1]([S:4]([N:7]1[CH2:12][CH2:11][N:10]([C:13]2[C:14]3[O:21][C:20](/[CH:22]=[C:24]4/[C:25](=[O:26])[NH:27][C:28](=[O:29])[S:30]/4)=[CH:19][C:15]=3[CH:16]=[N:17][CH:18]=2)[CH2:9][CH2:8]1)(=[O:5])=[O:6])([CH3:3])[CH3:2]. The yield is 0.800. (7) The reactants are [CH3:1][O:2][C:3](=[O:15])[C:4]1[C:5](=[C:10]([OH:14])[CH:11]=[CH:12][CH:13]=1)[C:6]([O:8][CH3:9])=[O:7].C(=O)([O-])[O-].[K+].[K+].[Cl:22][C:23]1[CH:24]=[C:25]([CH:28]=[CH:29][CH:30]=1)[CH2:26]Br. The catalyst is CC(C)=O. The product is [CH3:1][O:2][C:3](=[O:15])[C:4]1[C:5](=[C:10]([O:14][CH2:26][C:25]2[CH:28]=[CH:29][CH:30]=[C:23]([Cl:22])[CH:24]=2)[CH:11]=[CH:12][CH:13]=1)[C:6]([O:8][CH3:9])=[O:7]. The yield is 0.920. (8) The reactants are [I:1][C:2]1[CH:7]=[CH:6][C:5]([C:8]2([C:14]#[N:15])[CH2:13][CH2:12][NH:11][CH2:10][CH2:9]2)=[CH:4][CH:3]=1.[F:16][C:17]([F:22])([F:21])[CH2:18][CH2:19]Br.C([O-])([O-])=O.[K+].[K+]. The catalyst is CC#N.CCOC(C)=O. The product is [I:1][C:2]1[CH:7]=[CH:6][C:5]([C:8]2([C:14]#[N:15])[CH2:13][CH2:12][N:11]([CH2:19][CH2:18][C:17]([F:22])([F:21])[F:16])[CH2:10][CH2:9]2)=[CH:4][CH:3]=1. The yield is 0.980. (9) The reactants are COC(=O)[C:4]([C:8]1[CH:13]=[CH:12][C:11]([F:14])=[CH:10][C:9]=1[N+:15]([O-:17])=[O:16])=[C:5]([OH:7])[CH3:6].S(=O)(=O)(O)O. The product is [F:14][C:11]1[CH:12]=[CH:13][C:8]([CH2:4][C:5]([CH3:6])=[O:7])=[C:9]([N+:15]([O-:17])=[O:16])[CH:10]=1. The yield is 0.920. The catalyst is C(O)(=O)C.